From a dataset of Forward reaction prediction with 1.9M reactions from USPTO patents (1976-2016). Predict the product of the given reaction. (1) Given the reactants [NH2:1][C:2]1[CH:7]=[C:6](Br)[CH:5]=[CH:4][N:3]=1.C[O-].[Na+].[CH:12](OC)=[O:13].CNC, predict the reaction product. The product is: [CH3:12][O:13][C:5]1[CH:6]=[CH:7][C:2]([NH2:1])=[N:3][CH:4]=1. (2) Given the reactants [CH2:1]([O:8][C:9](=[O:34])[NH:10][CH2:11][CH2:12][C:13]#[C:14][C:15]1[CH:20]=[CH:19][C:18]([NH:21][C:22](=[O:33])[CH2:23][CH2:24][NH:25][C:26]([O:28][C:29]([CH3:32])([CH3:31])[CH3:30])=[O:27])=[CH:17][CH:16]=1)[C:2]1[CH:7]=[CH:6][CH:5]=[CH:4][CH:3]=1, predict the reaction product. The product is: [CH2:1]([O:8][C:9](=[O:34])[NH:10][CH2:11][CH2:12][CH2:13][CH2:14][C:15]1[CH:16]=[CH:17][C:18]([NH:21][C:22](=[O:33])[CH2:23][CH2:24][NH:25][C:26]([O:28][C:29]([CH3:30])([CH3:31])[CH3:32])=[O:27])=[CH:19][CH:20]=1)[C:2]1[CH:7]=[CH:6][CH:5]=[CH:4][CH:3]=1.